From a dataset of Reaction yield outcomes from USPTO patents with 853,638 reactions. Predict the reaction yield, written as a fraction of the theoretical maximum amount of product (1.0 means a 100% yield; for example, 0.34 means a 34% yield). (1) The reactants are [NH:1]1[CH:5]=[C:4]([C:6]2[C:7]([C:12]3[CH:17]=[CH:16][CH:15]=[CH:14][CH:13]=3)=[N:8][O:9][C:10]=2[CH3:11])[N:3]=[CH:2]1.[F:18][C:19]1[CH:24]=[CH:23][C:22]([O:25][CH3:26])=[CH:21][C:20]=1B(O)O. No catalyst specified. The product is [F:18][C:19]1[CH:24]=[CH:23][C:22]([O:25][CH3:26])=[CH:21][C:20]=1[N:1]1[CH:5]=[C:4]([C:6]2[C:7]([C:12]3[CH:13]=[CH:14][CH:15]=[CH:16][CH:17]=3)=[N:8][O:9][C:10]=2[CH3:11])[N:3]=[CH:2]1. The yield is 0.0340. (2) The yield is 0.530. The catalyst is CN(C=O)C. The product is [C:3]1([S:9]([N:12]2[C:20]3[C:15](=[CH:16][C:17]([F:21])=[CH:18][CH:19]=3)[C:14]([Br:1])=[CH:13]2)(=[O:11])=[O:10])[CH:4]=[CH:5][CH:6]=[CH:7][CH:8]=1. The reactants are [Br:1]Br.[C:3]1([S:9]([N:12]2[C:20]3[C:15](=[CH:16][C:17]([F:21])=[CH:18][CH:19]=3)[CH:14]=[CH:13]2)(=[O:11])=[O:10])[CH:8]=[CH:7][CH:6]=[CH:5][CH:4]=1.[NH4+].[Cl-].